From a dataset of Forward reaction prediction with 1.9M reactions from USPTO patents (1976-2016). Predict the product of the given reaction. Given the reactants BrCCBr.C[Si](Cl)(C)C.[CH2:10]([O:17][C:18]1[CH:23]=[C:22]([CH2:24]I)[CH:21]=[CH:20][C:19]=1[N:26]1[S:30](=[O:32])(=[O:31])[N:29]([CH2:33][CH2:34][Si:35]([CH3:38])([CH3:37])[CH3:36])[C:28](=[O:39])[CH2:27]1)[C:11]1[CH:16]=[CH:15][CH:14]=[CH:13][CH:12]=1.C(P(C(C)(C)C)C1C=CC=CC=1C1C=CC=CC=1)(C)(C)C.Br[C:62]1[CH:67]=[C:66]([CH2:68][CH3:69])[CH:65]=[CH:64][N:63]=1, predict the reaction product. The product is: [CH2:10]([O:17][C:18]1[CH:23]=[C:22]([CH2:24][C:62]2[CH:67]=[C:66]([CH2:68][CH3:69])[CH:65]=[CH:64][N:63]=2)[CH:21]=[CH:20][C:19]=1[N:26]1[S:30](=[O:32])(=[O:31])[N:29]([CH2:33][CH2:34][Si:35]([CH3:38])([CH3:37])[CH3:36])[C:28](=[O:39])[CH2:27]1)[C:11]1[CH:16]=[CH:15][CH:14]=[CH:13][CH:12]=1.